From a dataset of Forward reaction prediction with 1.9M reactions from USPTO patents (1976-2016). Predict the product of the given reaction. (1) The product is: [Cl:16][C:17]1[CH:18]=[C:19]([NH:20][C:2]2[C:11]3[C:6](=[CH:7][C:8]([F:15])=[C:9]([N+:12]([O-:14])=[O:13])[CH:10]=3)[N:5]=[CH:4][N:3]=2)[CH:21]=[CH:22][C:23]=1[O:24][CH2:25][C:26]1[CH:31]=[CH:30][CH:29]=[C:28]([F:32])[CH:27]=1. Given the reactants Cl[C:2]1[C:11]2[C:6](=[CH:7][C:8]([F:15])=[C:9]([N+:12]([O-:14])=[O:13])[CH:10]=2)[N:5]=[CH:4][N:3]=1.[Cl:16][C:17]1[CH:18]=[C:19]([CH:21]=[CH:22][C:23]=1[O:24][CH2:25][C:26]1[CH:31]=[CH:30][CH:29]=[C:28]([F:32])[CH:27]=1)[NH2:20], predict the reaction product. (2) Given the reactants [CH3:1][C:2]1([CH3:14])[C:6]([CH3:8])([CH3:7])[O:5][B:4]([C:9]2[CH:10]=[N:11][NH:12][CH:13]=2)[O:3]1.Br[CH2:16][CH2:17][O:18][CH:19]1[CH2:24][CH2:23][CH2:22][CH2:21][O:20]1.C(=O)([O-])[O-].[K+].[K+], predict the reaction product. The product is: [O:20]1[CH2:21][CH2:22][CH2:23][CH2:24][CH:19]1[O:18][CH2:17][CH2:16][N:12]1[CH:13]=[C:9]([B:4]2[O:5][C:6]([CH3:7])([CH3:8])[C:2]([CH3:14])([CH3:1])[O:3]2)[CH:10]=[N:11]1. (3) Given the reactants C(Cl)(=O)C(Cl)=O.CS(C)=O.[CH3:11][C:12]([CH3:25])([CH2:15][C:16]#[C:17][CH2:18][N:19]1[CH2:24][CH2:23][O:22][CH2:21][CH2:20]1)[CH2:13][OH:14].O, predict the reaction product. The product is: [CH3:11][C:12]([CH3:25])([CH2:15][C:16]#[C:17][CH2:18][N:19]1[CH2:24][CH2:23][O:22][CH2:21][CH2:20]1)[CH:13]=[O:14]. (4) Given the reactants C(OP([CH2:9][C:10]([O:12][CH3:13])=[O:11])(OCC)=O)C.[C:14]([O:18][C:19](=[O:39])[NH:20][CH:21]([CH2:24][C:25]1[CH:30]=[CH:29][C:28]([O:31][CH2:32][C:33]2[CH:38]=[CH:37][CH:36]=[CH:35][CH:34]=2)=[CH:27][CH:26]=1)[CH:22]=O)([CH3:17])([CH3:16])[CH3:15].[OH-].[Na+].[CH2:42](Cl)Cl, predict the reaction product. The product is: [CH2:13]([O:12][C:10](=[O:11])[CH:9]=[CH:22][CH:21]([NH:20][C:19]([O:18][C:14]([CH3:17])([CH3:16])[CH3:15])=[O:39])[CH2:24][C:25]1[CH:30]=[CH:29][C:28]([O:31][CH2:32][C:33]2[CH:38]=[CH:37][CH:36]=[CH:35][CH:34]=2)=[CH:27][CH:26]=1)[CH3:42].[CH3:13][O:12][C:10](=[O:11])[CH:9]=[CH:22][CH:21]([NH:20][C:19]([O:18][C:14]([CH3:15])([CH3:17])[CH3:16])=[O:39])[CH2:24][C:25]1[CH:26]=[CH:27][C:28]([O:31][CH2:32][C:33]2[CH:34]=[CH:35][CH:36]=[CH:37][CH:38]=2)=[CH:29][CH:30]=1. (5) Given the reactants C([O:3][C:4]([C@H:6]1[C@H:10]([NH:11][C:12]([O:14][CH2:15][CH2:16][Si:17]([CH3:20])([CH3:19])[CH3:18])=[O:13])[CH2:9][N:8]([C:21]([O:23][C:24]([CH3:27])([CH3:26])[CH3:25])=[O:22])[CH2:7]1)=[O:5])C.O[Li].O, predict the reaction product. The product is: [C:24]([O:23][C:21]([N:8]1[CH2:9][C@@H:10]([NH:11][C:12]([O:14][CH2:15][CH2:16][Si:17]([CH3:20])([CH3:19])[CH3:18])=[O:13])[C@H:6]([C:4]([OH:5])=[O:3])[CH2:7]1)=[O:22])([CH3:27])([CH3:25])[CH3:26]. (6) Given the reactants [F:1][C:2]1[CH:24]=[CH:23][C:5]([CH2:6][N:7]2[C@@H:11]([CH3:12])[CH2:10][N:9]([C:13]3[S:14][C:15]([C:19](O)=[O:20])=[C:16]([CH3:18])[N:17]=3)[C:8]2=[O:22])=[CH:4][CH:3]=1.ON1C2C=CC=CC=2N=N1.F[B-](F)(F)F.N1(OC(N(C)C)=[N+](C)C)C2C=CC=CC=2N=N1.C(N(CC)C(C)C)(C)C.[N:66]1[CH:71]=[CH:70][CH:69]=[C:68]([CH2:72][NH2:73])[CH:67]=1, predict the reaction product. The product is: [F:1][C:2]1[CH:3]=[CH:4][C:5]([CH2:6][N:7]2[C@@H:11]([CH3:12])[CH2:10][N:9]([C:13]3[S:14][C:15]([C:19]([NH:73][CH2:72][C:68]4[CH:67]=[N:66][CH:71]=[CH:70][CH:69]=4)=[O:20])=[C:16]([CH3:18])[N:17]=3)[C:8]2=[O:22])=[CH:23][CH:24]=1. (7) Given the reactants [NH2:1][C:2]1[C:10]([O:11][C:12]2[CH:17]=[CH:16][C:15]([F:18])=[CH:14][CH:13]=2)=[CH:9][CH:8]=[CH:7][C:3]=1[C:4]([OH:6])=O.[NH2:19][CH2:20][C:21]1([OH:36])[CH2:26][CH2:25][N:24]([C:27]([C:29]2[CH:34]=[CH:33][C:32]([F:35])=[CH:31][CH:30]=2)=[O:28])[CH2:23][CH2:22]1.CN(C(ON1N=NC2C=CC=NC1=2)=[N+](C)C)C.F[P-](F)(F)(F)(F)F.CCN(C(C)C)C(C)C, predict the reaction product. The product is: [NH2:1][C:2]1[C:10]([O:11][C:12]2[CH:17]=[CH:16][C:15]([F:18])=[CH:14][CH:13]=2)=[CH:9][CH:8]=[CH:7][C:3]=1[C:4]([NH:19][CH2:20][C:21]1([OH:36])[CH2:26][CH2:25][N:24]([C:27](=[O:28])[C:29]2[CH:34]=[CH:33][C:32]([F:35])=[CH:31][CH:30]=2)[CH2:23][CH2:22]1)=[O:6].